Dataset: Catalyst prediction with 721,799 reactions and 888 catalyst types from USPTO. Task: Predict which catalyst facilitates the given reaction. (1) Reactant: C[Si](C)(C)CCOC[N:7]([CH2:50]OCC[Si](C)(C)C)[C:8]1[N:13]2[N:14]=[CH:15][C:16]([C:17]3[CH:18]=[N:19][C:20]([C:23]4[CH:28]=[CH:27][CH:26]=[CH:25][CH:24]=4)=[CH:21][CH:22]=3)=[C:12]2[N:11]=[C:10]([CH:29]2[CH2:36][CH:35]3[N:37](C(OC(C)(C)C)=O)[CH:31]([CH2:32][O:33][CH2:34]3)[CH2:30]2)[C:9]=1[C:45]([O:47]CC)=[CH2:46]. Product: [CH:31]12[NH:37][CH:35]([CH2:36][CH:29]([C:10]3[C:9]4[C:45](=[O:47])[CH2:46][CH2:50][NH:7][C:8]=4[N:13]4[N:14]=[CH:15][C:16]([C:17]5[CH:18]=[N:19][C:20]([C:23]6[CH:24]=[CH:25][CH:26]=[CH:27][CH:28]=6)=[CH:21][CH:22]=5)=[C:12]4[N:11]=3)[CH2:30]1)[CH2:34][O:33][CH2:32]2. The catalyst class is: 67. (2) Reactant: CN1CCOCC1.[NH2:8][C:9]1[CH:14]=[CH:13][C:12]([N:15]2[CH2:19][CH2:18][CH2:17][S:16]2(=[O:21])=[O:20])=[CH:11][CH:10]=1.[CH3:22][C:23]1[O:27][N:26]=[C:25]([C:28]2[CH:29]=[C:30]([CH:39]=[CH:40][CH:41]=2)[O:31][CH:32]([CH2:36][CH2:37][CH3:38])[C:33](O)=[O:34])[N:24]=1.Cl.CN(C)CCCN=C=NCC.O.OC1C2N=NNC=2C=CC=1. The catalyst class is: 18. Product: [CH3:22][C:23]1[O:27][N:26]=[C:25]([C:28]2[CH:29]=[C:30]([CH:39]=[CH:40][CH:41]=2)[O:31][CH:32]([CH2:36][CH2:37][CH3:38])[C:33]([NH:8][C:9]2[CH:10]=[CH:11][C:12]([N:15]3[CH2:19][CH2:18][CH2:17][S:16]3(=[O:21])=[O:20])=[CH:13][CH:14]=2)=[O:34])[N:24]=1. (3) Reactant: [CH3:1][N:2]1[C:6]([C:7]2[CH:8]=[C:9]([NH2:21])[CH:10]=[CH:11][C:12]=2[O:13][CH2:14][CH2:15][N:16]2[CH2:20][CH2:19][CH2:18][CH2:17]2)=[CH:5][CH:4]=[N:3]1.[F:22][C:23]([F:34])([F:33])[C:24]1[CH:32]=[CH:31][C:27]([C:28](O)=[O:29])=[CH:26][CH:25]=1.CN(C(ON1N=NC2C=CC=NC1=2)=[N+](C)C)C.F[P-](F)(F)(F)(F)F.C(N(CC)CC)C. Product: [CH3:1][N:2]1[C:6]([C:7]2[CH:8]=[C:9]([NH:21][C:28](=[O:29])[C:27]3[CH:31]=[CH:32][C:24]([C:23]([F:22])([F:33])[F:34])=[CH:25][CH:26]=3)[CH:10]=[CH:11][C:12]=2[O:13][CH2:14][CH2:15][N:16]2[CH2:20][CH2:19][CH2:18][CH2:17]2)=[CH:5][CH:4]=[N:3]1. The catalyst class is: 3. (4) Reactant: Br[C:2]1[CH:3]=[CH:4][C:5]([F:12])=[C:6]([C:8]([F:11])([F:10])[F:9])[CH:7]=1.[Mg].[CH:14](=[O:18])[CH:15]([CH3:17])[CH3:16].S(=O)(=O)(O)O. Product: [F:12][C:5]1[CH:4]=[CH:3][C:2]([CH:14]([OH:18])[CH:15]([CH3:17])[CH3:16])=[CH:7][C:6]=1[C:8]([F:11])([F:10])[F:9]. The catalyst class is: 27. (5) Reactant: [CH2:1]([O:5][C:6]1[CH:7]=[C:8]([CH:12]([F:15])[C:13]#[N:14])[CH:9]=[CH:10][CH:11]=1)[CH2:2][CH2:3][CH3:4]. Product: [CH2:1]([O:5][C:6]1[CH:7]=[C:8]([CH:12]([F:15])[CH2:13][NH2:14])[CH:9]=[CH:10][CH:11]=1)[CH2:2][CH2:3][CH3:4]. The catalyst class is: 1. (6) Reactant: [CH2:1]([C:5]1[O:6][C:7]2[CH:22]=[CH:21][CH:20]=[CH:19][C:8]=2[C:9]=1[CH:10](O)[C:11]1[CH:16]=[CH:15][C:14]([OH:17])=[CH:13][CH:12]=1)[CH2:2][CH2:3][CH3:4].C([SiH](CC)CC)C.B(F)(F)F.CCOCC. Product: [CH2:1]([C:5]1[O:6][C:7]2[CH:22]=[CH:21][CH:20]=[CH:19][C:8]=2[C:9]=1[CH2:10][C:11]1[CH:12]=[CH:13][C:14]([OH:17])=[CH:15][CH:16]=1)[CH2:2][CH2:3][CH3:4]. The catalyst class is: 23. (7) Reactant: [BH4-].[Na+].C([O:5][C:6](=O)[CH2:7][O:8][C:9]1[CH:14]=[CH:13][C:12]([C:15]2[CH:19]=[C:18]([CH2:20][O:21][C:22](=[O:24])[NH2:23])[O:17][N:16]=2)=[CH:11][CH:10]=1)C. Product: [OH:5][CH2:6][CH2:7][O:8][C:9]1[CH:10]=[CH:11][C:12]([C:15]2[CH:19]=[C:18]([CH2:20][O:21][C:22](=[O:24])[NH2:23])[O:17][N:16]=2)=[CH:13][CH:14]=1. The catalyst class is: 1. (8) Reactant: [H-].[Na+].CN(C)C=O.[Br:8][C:9]1[NH:10][C:11]([Br:17])=[C:12]([N+:14]([O-:16])=[O:15])[N:13]=1.Cl[CH2:19][O:20][CH3:21]. Product: [Br:8][C:9]1[N:10]([CH2:19][O:20][CH3:21])[C:11]([Br:17])=[C:12]([N+:14]([O-:16])=[O:15])[N:13]=1. The catalyst class is: 6. (9) Reactant: [F:1][C:2]1[C:7]([O:8][CH3:9])=[CH:6][CH:5]=[CH:4][C:3]=1[C:10]1[C:15]([C:16]#[N:17])=[C:14](O)[N:13]=[C:12]([S:19][CH3:20])[N:11]=1.CN(C=O)C.O=P(Cl)(Cl)[Cl:28]. Product: [Cl:28][C:14]1[C:15]([C:16]#[N:17])=[C:10]([C:3]2[CH:4]=[CH:5][CH:6]=[C:7]([O:8][CH3:9])[C:2]=2[F:1])[N:11]=[C:12]([S:19][CH3:20])[N:13]=1. The catalyst class is: 12.